Predict the reactants needed to synthesize the given product. From a dataset of Full USPTO retrosynthesis dataset with 1.9M reactions from patents (1976-2016). Given the product [CH:31]1([CH2:34][NH:35][C:17]2[C:16]([F:20])=[CH:15][N:14]=[C:13]3[NH:12][CH:11]=[C:10]([C:8]([C:7]4[C:2]([F:1])=[C:3]([NH:22][S:23]([N:26]5[CH2:30][CH2:29][CH2:28][CH2:27]5)(=[O:25])=[O:24])[CH:4]=[CH:5][C:6]=4[F:21])=[O:9])[C:18]=23)[CH2:33][CH2:32]1, predict the reactants needed to synthesize it. The reactants are: [F:1][C:2]1[C:7]([C:8]([C:10]2[C:18]3[C:13](=[N:14][CH:15]=[C:16]([F:20])[C:17]=3I)[NH:12][CH:11]=2)=[O:9])=[C:6]([F:21])[CH:5]=[CH:4][C:3]=1[NH:22][S:23]([N:26]1[CH2:30][CH2:29][CH2:28][CH2:27]1)(=[O:25])=[O:24].[CH:31]1([CH2:34][NH2:35])[CH2:33][CH2:32]1.